This data is from Full USPTO retrosynthesis dataset with 1.9M reactions from patents (1976-2016). The task is: Predict the reactants needed to synthesize the given product. (1) Given the product [CH2:21]([O:23][P:24]([CH2:2][C:3]1[CH:8]=[CH:7][C:6]([N+:9]([O-:11])=[O:10])=[CH:5][C:4]=1[S:12]([O:15][CH2:16][C:17]([CH3:20])([CH3:19])[CH3:18])(=[O:14])=[O:13])([O:25][CH2:26][CH3:27])=[O:28])[CH3:22], predict the reactants needed to synthesize it. The reactants are: Br[CH2:2][C:3]1[CH:8]=[CH:7][C:6]([N+:9]([O-:11])=[O:10])=[CH:5][C:4]=1[S:12]([O:15][CH2:16][C:17]([CH3:20])([CH3:19])[CH3:18])(=[O:14])=[O:13].[CH2:21]([O:23][P:24]([O:28]CC)[O:25][CH2:26][CH3:27])[CH3:22]. (2) The reactants are: [Br:1][C:2]1[CH:3]=[C:4]([CH:6]=[CH:7][CH:8]=1)[NH2:5].[C:9]([C:12]1[CH:17]=[CH:16][CH:15]=[CH:14][CH:13]=1)(=O)[CH3:10]. Given the product [Br:1][C:2]1[CH:3]=[C:4]([CH:6]=[CH:7][CH:8]=1)[NH:5][CH:9]([C:12]1[CH:17]=[CH:16][CH:15]=[CH:14][CH:13]=1)[CH3:10], predict the reactants needed to synthesize it. (3) Given the product [C:9]([C:6]1[CH:7]=[CH:8][C:3]([C:14]2[O:18][C:17]([C:19]3[CH:20]=[C:21]([CH:24]=[CH:25][CH:26]=3)[C:22]#[N:23])=[CH:16][CH:15]=2)=[N:4][CH:5]=1)#[N:10], predict the reactants needed to synthesize it. The reactants are: C[Sn](C)(C)[C:3]1[CH:8]=[CH:7][C:6]([C:9]#[N:10])=[CH:5][N:4]=1.Br[C:14]1[O:18][C:17]([C:19]2[CH:20]=[C:21]([CH:24]=[CH:25][CH:26]=2)[C:22]#[N:23])=[CH:16][CH:15]=1. (4) Given the product [O:40]1[CH2:41][CH2:42][N:37]([C:43]([C:45]2[CH:46]=[CH:47][C:48]([C:2]3[C:6]4[C:7]([O:11][CH:12]5[CH2:17][CH2:16][O:15][CH2:14][CH2:13]5)=[N:8][CH:9]=[CH:10][C:5]=4[N:4]([C:18]([C:31]4[CH:36]=[CH:35][CH:34]=[CH:33][CH:32]=4)([C:25]4[CH:30]=[CH:29][CH:28]=[CH:27][CH:26]=4)[C:19]4[CH:24]=[CH:23][CH:22]=[CH:21][CH:20]=4)[N:3]=3)=[CH:49][CH:50]=2)=[O:44])[CH2:38][CH2:39]1, predict the reactants needed to synthesize it. The reactants are: I[C:2]1[C:6]2[C:7]([O:11][CH:12]3[CH2:17][CH2:16][O:15][CH2:14][CH2:13]3)=[N:8][CH:9]=[CH:10][C:5]=2[N:4]([C:18]([C:31]2[CH:36]=[CH:35][CH:34]=[CH:33][CH:32]=2)([C:25]2[CH:30]=[CH:29][CH:28]=[CH:27][CH:26]=2)[C:19]2[CH:24]=[CH:23][CH:22]=[CH:21][CH:20]=2)[N:3]=1.[N:37]1([C:43]([C:45]2[CH:50]=[CH:49][C:48](B(O)O)=[CH:47][CH:46]=2)=[O:44])[CH2:42][CH2:41][O:40][CH2:39][CH2:38]1.C(#N)C.C([O-])(=O)C.[K+]. (5) Given the product [NH:8]1[CH:12]=[C:11]([CH2:13][N:14]2[C@H:27]3[C@H:18]([CH2:19][CH2:20][C:21]4[C:26]3=[N:25][CH:24]=[CH:23][CH:22]=4)[CH2:17][CH2:16][CH2:15]2)[N:10]=[CH:9]1, predict the reactants needed to synthesize it. The reactants are: C1(C(C2C=CC=CC=2)(C2C=CC=CC=2)[N:8]2[CH:12]=[C:11]([CH2:13][N:14]3[C@H:27]4[C@H:18]([CH2:19][CH2:20][C:21]5[C:26]4=[N:25][CH:24]=[CH:23][CH:22]=5)[CH2:17][CH2:16][CH2:15]3)[N:10]=[CH:9]2)C=CC=CC=1. (6) Given the product [NH2:6][C:7]1[C:19]([C:20]([NH:22][C:23]2[S:27][N:26]=[C:25]([CH3:28])[C:24]=2[CH:29]2[CH2:31][CH2:30]2)=[O:21])=[C:10]2[N:11]=[C:12]3[CH2:18][CH2:17][N:16]([CH:3]4[CH2:2][O:1][CH2:4]4)[CH2:15][C:13]3=[CH:14][N:9]2[N:8]=1, predict the reactants needed to synthesize it. The reactants are: [O:1]1[CH2:4][C:3](=O)[CH2:2]1.[NH2:6][C:7]1[C:19]([C:20]([NH:22][C:23]2[S:27][N:26]=[C:25]([CH3:28])[C:24]=2[CH:29]2[CH2:31][CH2:30]2)=[O:21])=[C:10]2[N:11]=[C:12]3[CH2:18][CH2:17][NH:16][CH2:15][C:13]3=[CH:14][N:9]2[N:8]=1.C(O)(=O)C.C(O[BH-](OC(=O)C)OC(=O)C)(=O)C.[Na+]. (7) Given the product [F:38][C:10]([F:37])([F:9])[C:11]1[CH:12]=[C:13]([N:21]([CH3:1])[C:22](=[O:36])[C:23]2[CH:28]=[CH:27][C:26]([C:29]([F:30])([F:31])[F:32])=[CH:25][C:24]=2[S:33][CH2:34][CH3:35])[CH:14]=[C:15]([C:17]([F:18])([F:20])[F:19])[CH:16]=1, predict the reactants needed to synthesize it. The reactants are: [C:1](=O)([O-])[O-].[K+].[K+].CI.[F:9][C:10]([F:38])([F:37])[C:11]1[CH:12]=[C:13]([NH:21][C:22](=[O:36])[C:23]2[CH:28]=[CH:27][C:26]([C:29]([F:32])([F:31])[F:30])=[CH:25][C:24]=2[S:33][CH2:34][CH3:35])[CH:14]=[C:15]([C:17]([F:20])([F:19])[F:18])[CH:16]=1.C(=O)(O)[O-].[Na+]. (8) Given the product [Cl:1][C:2]1[CH:3]=[C:4]([CH:8]=[CH:9][C:10]=1[F:11])[C:5]([NH:12][C:13]1[N:18]=[CH:17][C:16]([N+:19]([O-:21])=[O:20])=[CH:15][N:14]=1)=[O:6], predict the reactants needed to synthesize it. The reactants are: [Cl:1][C:2]1[CH:3]=[C:4]([CH:8]=[CH:9][C:10]=1[F:11])[C:5](Cl)=[O:6].[NH2:12][C:13]1[N:18]=[CH:17][C:16]([N+:19]([O-:21])=[O:20])=[CH:15][N:14]=1.O. (9) The reactants are: [Cl:1][C:2]1[CH:3]=[CH:4][C:5]([N:45]2[CH:49]=[N:48][N:47]=[N:46]2)=[C:6](/[CH:8]=[CH:9]/[C:10]([N:12]2[CH2:21][CH2:20][C:19]3[C:14](=[CH:15][CH:16]=[CH:17][C:18]=3[C:22](=[O:28])[NH:23][CH2:24][CH2:25][O:26][CH3:27])[CH:13]2[C:29]([NH:31][C:32]2[CH:44]=[CH:43][C:35]([C:36]([O:38]C(C)(C)C)=[O:37])=[CH:34][CH:33]=2)=[O:30])=[O:11])[CH:7]=1.COCCN.F[P-](F)(F)(F)(F)F.N1(O[P+](N(C)C)(N(C)C)N(C)C)C2C=CC=CC=2N=N1.CCN(C(C)C)C(C)C. Given the product [Cl:1][C:2]1[CH:3]=[CH:4][C:5]([N:45]2[CH:49]=[N:48][N:47]=[N:46]2)=[C:6](/[CH:8]=[CH:9]/[C:10]([N:12]2[CH2:21][CH2:20][C:19]3[C:14](=[CH:15][CH:16]=[CH:17][C:18]=3[C:22](=[O:28])[NH:23][CH2:24][CH2:25][O:26][CH3:27])[CH:13]2[C:29]([NH:31][C:32]2[CH:33]=[CH:34][C:35]([C:36]([OH:38])=[O:37])=[CH:43][CH:44]=2)=[O:30])=[O:11])[CH:7]=1, predict the reactants needed to synthesize it. (10) Given the product [Cl:15][C:16]1[CH:21]=[C:20]([C:2]#[C:1][C:3]2[CH:8]=[CH:7][C:6]([CH2:9][CH2:10][C:11]([O:13][CH3:14])=[O:12])=[CH:5][CH:4]=2)[CH:19]=[C:18]([Cl:23])[N:17]=1, predict the reactants needed to synthesize it. The reactants are: [C:1]([C:3]1[CH:8]=[CH:7][C:6]([CH2:9][CH2:10][C:11]([O:13][CH3:14])=[O:12])=[CH:5][CH:4]=1)#[CH:2].[Cl:15][C:16]1[CH:21]=[C:20](I)[CH:19]=[C:18]([Cl:23])[N:17]=1.